This data is from Reaction yield outcomes from USPTO patents with 853,638 reactions. The task is: Predict the reaction yield, written as a fraction of the theoretical maximum amount of product (1.0 means a 100% yield; for example, 0.34 means a 34% yield). (1) The reactants are [CH3:1][O:2][C:3]([NH:5][C@H:6]([C:10]([N:12]1[CH2:16][C@@H:15]([CH3:17])[CH2:14][C@H:13]1[C:18]1[NH:19][C:20]([C:23]2[CH:28]=[C:27]3[CH2:29][O:30][C:31]4[CH:56]=[C:55]5[C:34]([CH:35]=[CH:36][C:37]6[N:41]=[C:40]([C@@H:42]7[CH2:46][C@H:45]([CH3:47])[CH2:44][N:43]7C(OC(C)(C)C)=O)[NH:39][C:38]=65)=[CH:33][C:32]=4[C:26]3=[CH:25][CH:24]=2)=[CH:21][N:22]=1)=[O:11])[CH:7]([CH3:9])[CH3:8])=[O:4].Cl.[CH3:58][O:59][C:60]([NH:62][C@H:63]([C:67]1[CH:72]=[CH:71][CH:70]=[CH:69][CH:68]=1)[C:64]([OH:66])=O)=[O:61].CCOC(C(C#N)=NOC(N1CCOCC1)=[N+](C)C)=O.F[P-](F)(F)(F)(F)F.CCN(C(C)C)C(C)C. The catalyst is C(Cl)Cl.CO.CCOC(C)=O.CN(C=O)C.CO. The product is [CH3:58][O:59][C:60]([NH:62][C@H:63]([C:67]1[CH:72]=[CH:71][CH:70]=[CH:69][CH:68]=1)[C:64]([N:43]1[CH2:44][C@@H:45]([CH3:47])[CH2:46][C@H:42]1[C:40]1[NH:39][C:38]2[C:55]3[C:34]([CH:35]=[CH:36][C:37]=2[N:41]=1)=[CH:33][C:32]1[C:26]2[C:27]([CH2:29][O:30][C:31]=1[CH:56]=3)=[CH:28][C:23]([C:20]1[NH:19][C:18]([C@@H:13]3[CH2:14][C@H:15]([CH3:17])[CH2:16][N:12]3[C:10](=[O:11])[C@@H:6]([NH:5][C:3](=[O:4])[O:2][CH3:1])[CH:7]([CH3:8])[CH3:9])=[N:22][CH:21]=1)=[CH:24][CH:25]=2)=[O:66])=[O:61]. The yield is 0.530. (2) The reactants are [Cl:1][C:2]1[CH:3]=[C:4]([CH2:8][C:9]#[N:10])[CH:5]=[CH:6][CH:7]=1.Br[CH2:12][CH2:13]Cl. The catalyst is [Cl-].C([N+](CC)(CC)CC1C=CC=CC=1)C. The product is [Cl:1][C:2]1[CH:3]=[C:4]([C:8]2([C:9]#[N:10])[CH2:13][CH2:12]2)[CH:5]=[CH:6][CH:7]=1. The yield is 1.00. (3) The reactants are [C:1]1([CH:13]2[CH2:18][CH2:17][N:16](C(OCC3C=CC=CC=3)=O)[CH2:15][CH2:14]2)[N:5]2[C:6]3[CH:12]=[CH:11][NH:10][C:7]=3[N:8]=[CH:9][C:4]2=[N:3][N:2]=1. The catalyst is CO.[Pd]. The product is [NH:16]1[CH2:15][CH2:14][CH:13]([C:1]2[N:5]3[C:6]4[CH:12]=[CH:11][NH:10][C:7]=4[N:8]=[CH:9][C:4]3=[N:3][N:2]=2)[CH2:18][CH2:17]1. The yield is 0.770. (4) The reactants are Br[CH:2]([C:8]([C:10]1[CH:15]=[CH:14][C:13]([O:16][CH3:17])=[CH:12][CH:11]=1)=[O:9])[C:3]([O:5][CH2:6][CH3:7])=[O:4].[F:18][C:19]1[CH:27]=[CH:26][CH:25]=[C:24]([F:28])[C:20]=1[C:21]([O-:23])=[O:22].[Na+]. The catalyst is C(O)C.CCOC(C)=O.O. The product is [F:18][C:19]1[CH:27]=[CH:26][CH:25]=[C:24]([F:28])[C:20]=1[C:21]([O:23][CH:2]([C:3]([O:5][CH2:6][CH3:7])=[O:4])[C:8]([C:10]1[CH:15]=[CH:14][C:13]([O:16][CH3:17])=[CH:12][CH:11]=1)=[O:9])=[O:22]. The yield is 0.960. (5) The reactants are [NH2:1][C:2]1[C:3]([C:9]([O:11][CH3:12])=[O:10])=[N:4][C:5](Br)=[CH:6][CH:7]=1.[F:13][C:14]1[CH:19]=[CH:18][CH:17]=[C:16]([F:20])[C:15]=1B(O)O. The catalyst is C1C=CC(P(C2C=CC=CC=2)[C-]2C=CC=C2)=CC=1.C1C=CC(P(C2C=CC=CC=2)[C-]2C=CC=C2)=CC=1.Cl[Pd]Cl.[Fe+2].C(Cl)Cl.COCCOC. The product is [NH2:1][C:2]1[C:3]([C:9]([O:11][CH3:12])=[O:10])=[N:4][C:5]([C:15]2[C:14]([F:13])=[CH:19][CH:18]=[CH:17][C:16]=2[F:20])=[CH:6][CH:7]=1. The yield is 0.470.